This data is from NCI-60 drug combinations with 297,098 pairs across 59 cell lines. The task is: Regression. Given two drug SMILES strings and cell line genomic features, predict the synergy score measuring deviation from expected non-interaction effect. (1) Synergy scores: CSS=36.4, Synergy_ZIP=-5.66, Synergy_Bliss=-4.20, Synergy_Loewe=-13.5, Synergy_HSA=-1.93. Drug 2: C(CN)CNCCSP(=O)(O)O. Cell line: SF-295. Drug 1: C1=C(C(=O)NC(=O)N1)F. (2) Drug 1: CC1C(C(CC(O1)OC2CC(OC(C2O)C)OC3=CC4=CC5=C(C(=O)C(C(C5)C(C(=O)C(C(C)O)O)OC)OC6CC(C(C(O6)C)O)OC7CC(C(C(O7)C)O)OC8CC(C(C(O8)C)O)(C)O)C(=C4C(=C3C)O)O)O)O. Drug 2: CNC(=O)C1=NC=CC(=C1)OC2=CC=C(C=C2)NC(=O)NC3=CC(=C(C=C3)Cl)C(F)(F)F. Cell line: OVCAR-8. Synergy scores: CSS=42.1, Synergy_ZIP=0.726, Synergy_Bliss=-0.791, Synergy_Loewe=-41.0, Synergy_HSA=-2.90.